Dataset: Catalyst prediction with 721,799 reactions and 888 catalyst types from USPTO. Task: Predict which catalyst facilitates the given reaction. (1) Reactant: [C:1]1([C:7]([C:12]([CH:14]2[CH2:19][CH2:18][CH2:17][CH2:16][CH2:15]2)=[O:13])([CH3:11])[CH2:8][CH:9]=O)[CH:6]=[CH:5][CH:4]=[CH:3][CH:2]=1.Cl.[CH3:21][O:22][C:23]1[CH:28]=[CH:27][CH:26]=[CH:25][C:24]=1[N:29]1[CH2:34][CH2:33][NH:32][CH2:31][CH2:30]1.C(O)(=O)C.C(O[BH-](OC(=O)C)OC(=O)C)(=O)C.[Na+]. Product: [CH3:21][O:22][C:23]1[CH:28]=[CH:27][CH:26]=[CH:25][C:24]=1[N:29]1[CH2:34][CH2:33][N:32]([CH2:9][CH2:8][C:7]([C:12]([CH:14]2[CH2:19][CH2:18][CH2:17][CH2:16][CH2:15]2)=[O:13])([C:1]2[CH:6]=[CH:5][CH:4]=[CH:3][CH:2]=2)[CH3:11])[CH2:31][CH2:30]1. The catalyst class is: 2. (2) Reactant: [C:1]1([CH3:32])[CH:6]=[CH:5][C:4]([C:7]2[N:8]=[C:9]3[CH2:23][CH2:22][CH2:21][N:20]([CH2:24][CH2:25][CH2:26][CH2:27][CH2:28][CH2:29][C:30]#[N:31])[C:10]3=[N:11][C:12]=2[C:13]2[CH:18]=[CH:17][C:16]([CH3:19])=[CH:15][CH:14]=2)=[CH:3][CH:2]=1.C(=O)([O-])[O-].[K+].[K+].Cl.[NH2:40][OH:41]. Product: [C:1]1([CH3:32])[CH:2]=[CH:3][C:4]([C:7]2[N:8]=[C:9]3[CH2:23][CH2:22][CH2:21][N:20]([CH2:24][CH2:25][CH2:26][CH2:27][CH2:28][CH2:29]/[C:30](=[N:40]/[OH:41])/[NH2:31])[C:10]3=[N:11][C:12]=2[C:13]2[CH:18]=[CH:17][C:16]([CH3:19])=[CH:15][CH:14]=2)=[CH:5][CH:6]=1. The catalyst class is: 8.